Dataset: Full USPTO retrosynthesis dataset with 1.9M reactions from patents (1976-2016). Task: Predict the reactants needed to synthesize the given product. (1) Given the product [NH2:12][C:6]1[CH:7]=[N:8][C:9]2[C:4]([C:5]=1[OH:15])=[CH:3][C:2]([Br:1])=[CH:11][CH:10]=2, predict the reactants needed to synthesize it. The reactants are: [Br:1][C:2]1[CH:3]=[C:4]2[C:9](=[CH:10][CH:11]=1)[N:8]=[CH:7][C:6]([N+:12]([O-])=O)=[C:5]2[OH:15].O.NN. (2) Given the product [F:1][C:2]1[CH:3]=[C:4]2[C:9](=[CH:10][CH:11]=1)[N:8]=[C:7]([NH:12][C:13]([N:32]1[CH2:31][CH2:30][N:29]([C:26]3[CH:25]=[CH:24][C:23]([C:20](=[O:22])[CH3:21])=[CH:28][CH:27]=3)[CH2:34][CH2:33]1)=[O:17])[C:6]([O:18][CH3:19])=[N:5]2, predict the reactants needed to synthesize it. The reactants are: [F:1][C:2]1[CH:3]=[C:4]2[C:9](=[CH:10][CH:11]=1)[N:8]=[C:7]([NH:12][C:13](=[O:17])OCC)[C:6]([O:18][CH3:19])=[N:5]2.[C:20]([C:23]1[CH:28]=[CH:27][C:26]([N:29]2[CH2:34][CH2:33][NH:32][CH2:31][CH2:30]2)=[CH:25][CH:24]=1)(=[O:22])[CH3:21]. (3) Given the product [OH:10][CH:9]([CH2:8][O:1][C:2]1[CH:7]=[CH:6][CH:5]=[CH:4][CH:3]=1)[CH2:11][N:17]1[C:18](=[O:29])[C:19]2[N:20]([CH2:25][C:26]#[C:27][CH3:28])[C:21]([Br:24])=[N:22][C:23]=2[N:15]([CH3:14])[C:16]1=[O:30], predict the reactants needed to synthesize it. The reactants are: [O:1]([CH2:8][CH:9]1[CH2:11][O:10]1)[C:2]1[CH:7]=[CH:6][CH:5]=[CH:4][CH:3]=1.[I-].[K+].[CH3:14][N:15]1[C:23]2[N:22]=[C:21]([Br:24])[N:20]([CH2:25][C:26]#[C:27][CH3:28])[C:19]=2[C:18](=[O:29])[NH:17][C:16]1=[O:30].C(=O)([O-])[O-].[K+].[K+].